This data is from Reaction yield outcomes from USPTO patents with 853,638 reactions. The task is: Predict the reaction yield, written as a fraction of the theoretical maximum amount of product (1.0 means a 100% yield; for example, 0.34 means a 34% yield). (1) The reactants are [NH2:1][C@@H:2]([CH3:5])[CH2:3][OH:4].C(=O)(O)[O-].[Na+].[N+:11]([C:14]1[CH:19]=[CH:18][CH:17]=[CH:16][C:15]=1[S:20](Cl)(=[O:22])=[O:21])([O-:13])=[O:12]. The catalyst is O.O1CCCC1. The product is [OH:4][CH2:3][C@@H:2]([NH:1][S:20]([C:15]1[CH:16]=[CH:17][CH:18]=[CH:19][C:14]=1[N+:11]([O-:13])=[O:12])(=[O:21])=[O:22])[CH3:5]. The yield is 0.824. (2) The reactants are [C:1]([O:5][C:6]([NH:8][C@H:9]([C:17]([OH:19])=[O:18])[CH2:10][C:11]1[CH:16]=[CH:15][CH:14]=[CH:13][CH:12]=1)=[O:7])([CH3:4])([CH3:3])[CH3:2].[CH2:20]=O. The catalyst is C1(C)C=CC(S([O-])(=O)=O)=CC=1.[NH+]1C=CC=CC=1.C1(C)C=CC=CC=1. The product is [C:1]([O:5][C:6]([N:8]1[C@@H:9]([CH2:10][C:11]2[CH:16]=[CH:15][CH:14]=[CH:13][CH:12]=2)[C:17](=[O:19])[O:18][CH2:20]1)=[O:7])([CH3:4])([CH3:2])[CH3:3]. The yield is 0.720. (3) No catalyst specified. The product is [Br:1][C:2]1[CH:7]=[CH:6][C:5]([S:8]([NH:15][CH2:13][CH3:14])(=[O:10])=[O:9])=[CH:4][C:3]=1[F:12]. The yield is 0.920. The reactants are [Br:1][C:2]1[CH:7]=[CH:6][C:5]([S:8](Cl)(=[O:10])=[O:9])=[CH:4][C:3]=1[F:12].[CH2:13]([NH2:15])[CH3:14]. (4) The reactants are [CH3:1][CH:2]1[NH:7][CH:6]([CH3:8])[CH2:5][N:4]([C:9]([O:11][C:12]([CH3:15])([CH3:14])[CH3:13])=[O:10])[CH2:3]1.[CH2:16]=O.[BH4-].[Na+]. The catalyst is CO.[Cl-].[Na+].O. The product is [CH3:8][CH:6]1[N:7]([CH3:16])[CH:2]([CH3:1])[CH2:3][N:4]([C:9]([O:11][C:12]([CH3:13])([CH3:15])[CH3:14])=[O:10])[CH2:5]1. The yield is 0.270. (5) The reactants are Cl.[CH3:2][C:3]1[N+:4]([O-])=[C:5]([C:9]2[CH:14]=[CH:13][C:12]([C:15]([F:18])([F:17])[F:16])=[CH:11][CH:10]=2)[O:6][C:7]=1[CH3:8].O=P(Cl)(Cl)[Cl:22].O. The product is [Cl:22][CH2:2][C:3]1[N:4]=[C:5]([C:9]2[CH:14]=[CH:13][C:12]([C:15]([F:18])([F:17])[F:16])=[CH:11][CH:10]=2)[O:6][C:7]=1[CH3:8]. The yield is 0.850. The catalyst is C(#N)C. (6) The reactants are [C:1]([O:5][C:6](=[O:22])[NH:7][C@H:8]([C:19](=[S:21])[NH2:20])[CH2:9][C:10]1[CH:15]=[CH:14][C:13]([N+:16]([O-:18])=[O:17])=[CH:12][CH:11]=1)([CH3:4])([CH3:3])[CH3:2].Br[CH2:24][C:25]([C:27]1[CH:32]=[CH:31][CH:30]=[CH:29][CH:28]=1)=O.N1C=CC=CC=1.CC(OC(OC(OC(C)(C)C)=O)=O)(C)C. The catalyst is CC#N.C(OCC)C. The product is [C:1]([O:5][C:6](=[O:22])[NH:7][C@H:8]([C:19]1[S:21][CH:24]=[C:25]([C:27]2[CH:32]=[CH:31][CH:30]=[CH:29][CH:28]=2)[N:20]=1)[CH2:9][C:10]1[CH:15]=[CH:14][C:13]([N+:16]([O-:18])=[O:17])=[CH:12][CH:11]=1)([CH3:4])([CH3:2])[CH3:3]. The yield is 0.390.